Dataset: Full USPTO retrosynthesis dataset with 1.9M reactions from patents (1976-2016). Task: Predict the reactants needed to synthesize the given product. (1) Given the product [Br:1][C:2]1[CH:3]=[CH:4][C:5]([C:8]2[C:12]3[CH:13]=[CH:14][C:15]([O:17][CH2:21][CH2:20][CH2:19][Br:18])=[CH:16][C:11]=3[S:10][N:9]=2)=[CH:6][CH:7]=1, predict the reactants needed to synthesize it. The reactants are: [Br:1][C:2]1[CH:7]=[CH:6][C:5]([C:8]2[C:12]3[CH:13]=[CH:14][C:15]([OH:17])=[CH:16][C:11]=3[S:10][N:9]=2)=[CH:4][CH:3]=1.[Br:18][CH2:19][CH2:20][CH2:21]Br. (2) Given the product [CH:1]1([C:6]2([CH2:14][CH2:15][C:16]3[CH:17]=[CH:18][C:19]([C:22]4[C:23]([CH3:28])=[N:24][O:25][C:26]=4[CH3:27])=[CH:20][CH:21]=3)[O:11][C:10](=[O:12])[C:9]([CH2:40][C:38]3[N:39]=[C:32]4[N:31]=[C:30]([CH3:29])[CH:35]=[C:34]([CH3:36])[N:33]4[N:37]=3)=[C:8]([OH:13])[CH2:7]2)[CH2:5][CH2:4][CH2:3][CH2:2]1, predict the reactants needed to synthesize it. The reactants are: [CH:1]1([C:6]2([CH2:14][CH2:15][C:16]3[CH:21]=[CH:20][C:19]([C:22]4[C:23]([CH3:28])=[N:24][O:25][C:26]=4[CH3:27])=[CH:18][CH:17]=3)[O:11][C:10](=[O:12])[CH2:9][C:8](=[O:13])[CH2:7]2)[CH2:5][CH2:4][CH2:3][CH2:2]1.[CH3:29][C:30]1[CH:35]=[C:34]([CH3:36])[N:33]2[N:37]=[C:38]([CH:40]=O)[N:39]=[C:32]2[N:31]=1. (3) Given the product [F:17][C:12]1[CH:11]=[CH:10][C:9]2[NH:8][CH:7]=[C:6]3[C:4](=[O:5])[N:24]([C:18]4[CH:23]=[CH:22][CH:21]=[CH:20][CH:19]=4)[N:25]=[C:15]3[C:14]=2[N:13]=1, predict the reactants needed to synthesize it. The reactants are: C(O[C:4]([C:6]1[CH:7]=[N:8][C:9]2[C:14]([C:15]=1Cl)=[N:13][C:12]([F:17])=[CH:11][CH:10]=2)=[O:5])C.[C:18]1([NH:24][NH2:25])[CH:23]=[CH:22][CH:21]=[CH:20][CH:19]=1. (4) The reactants are: Cl[C:2]1[N:7]=[CH:6][C:5]([C:8]2[O:12][N:11]=[C:10]([C:13]3[N:18]=[C:17]([N:19]([CH3:26])[C:20]4[CH:25]=[CH:24][CH:23]=[CH:22][CH:21]=4)[N:16]=[C:15]([NH2:27])[N:14]=3)[N:9]=2)=[CH:4][CH:3]=1.[CH:28]([NH2:31])([CH3:30])[CH3:29].CCN(C(C)C)C(C)C. Given the product [CH3:26][N:19]([C:20]1[CH:25]=[CH:24][CH:23]=[CH:22][CH:21]=1)[C:17]1[N:16]=[C:15]([NH2:27])[N:14]=[C:13]([C:10]2[N:9]=[C:8]([C:5]3[CH:6]=[N:7][C:2]([NH:31][CH:28]([CH3:30])[CH3:29])=[CH:3][CH:4]=3)[O:12][N:11]=2)[N:18]=1, predict the reactants needed to synthesize it. (5) Given the product [Cl:44][C:45]1[N:50]=[C:49]([O:51][C:52]2[C:61]3[C:56](=[CH:57][CH:58]=[CH:59][CH:60]=3)[C:55]([NH:62][C:42]([NH:39][C:28]3[N:24]([C:21]4[CH:20]=[CH:19][C:18]([CH3:36])=[CH:23][CH:22]=4)[N:25]=[C:26]([Si:32]([CH3:33])([CH3:34])[CH3:35])[CH:27]=3)=[O:8])=[CH:54][CH:53]=2)[CH:48]=[CH:47][N:46]=1, predict the reactants needed to synthesize it. The reactants are: C1C=CC(P(N=[N+]=[N-])(C2C=CC=CC=2)=[O:8])=CC=1.[C:18]1([CH3:36])[CH:23]=[CH:22][C:21]([N:24]2[C:28](C(O)=O)=[CH:27][C:26]([Si:32]([CH3:35])([CH3:34])[CH3:33])=[N:25]2)=[CH:20][CH:19]=1.CC[N:39]([CH2:42]C)CC.[Cl:44][C:45]1[N:50]=[C:49]([O:51][C:52]2[C:61]3[C:56](=[CH:57][CH:58]=[CH:59][CH:60]=3)[C:55]([NH2:62])=[CH:54][CH:53]=2)[CH:48]=[CH:47][N:46]=1. (6) Given the product [Cl:20][C:15]1[CH:14]=[C:13]([CH:6]2[C:5]3[C:10](=[CH:11][C:2]([N:43]4[CH:48]=[CH:47][CH:46]=[CH:45][C:44]4=[O:49])=[CH:3][CH:4]=3)[CH2:9][N:8]([CH3:12])[CH2:7]2)[CH:18]=[CH:17][C:16]=1[Cl:19], predict the reactants needed to synthesize it. The reactants are: Br[C:2]1[CH:11]=[C:10]2[C:5]([CH:6]([C:13]3[CH:18]=[CH:17][C:16]([Cl:19])=[C:15]([Cl:20])[CH:14]=3)[CH2:7][N:8]([CH3:12])[CH2:9]2)=[CH:4][CH:3]=1.BrCC(C1C=CC(Cl)=C(Cl)C=1)=O.BrC1C=C(CNC)C=CC=1.[N:43]1[CH:48]=[CH:47][CH:46]=[CH:45][C:44]=1[OH:49].CN(C)CCN.P([O-])([O-])([O-])=O.[K+].[K+].[K+]. (7) Given the product [O:14]=[C:11]1[NH:12][CH2:13][C@@H:9]([C:4]2[CH:5]=[CH:6][C:7]([Cl:8])=[C:2]([NH:1][C:16]3[CH:25]=[CH:24][CH:23]=[CH:22][C:17]=3[C:18]([O:20][CH3:21])=[O:19])[CH:3]=2)[CH2:10]1, predict the reactants needed to synthesize it. The reactants are: [NH2:1][C:2]1[CH:3]=[C:4]([C@@H:9]2[CH2:13][NH:12][C:11](=[O:14])[CH2:10]2)[CH:5]=[CH:6][C:7]=1[Cl:8].Br[C:16]1[CH:25]=[CH:24][CH:23]=[CH:22][C:17]=1[C:18]([O:20][CH3:21])=[O:19].C1(P(C2CCCCC2)C2C=CC=CC=2C2C(C(C)C)=CC(C(C)C)=CC=2C(C)C)CCCCC1.C(=O)([O-])[O-].[K+].[K+]. (8) Given the product [Cl:8][C:6]1[CH:7]=[C:2]([CH:11]=[CH2:12])[C:3]([C:9]#[N:10])=[N:4][CH:5]=1, predict the reactants needed to synthesize it. The reactants are: Br[C:2]1[C:3]([C:9]#[N:10])=[N:4][CH:5]=[C:6]([Cl:8])[CH:7]=1.[CH2:11]([Sn](CCCC)(CCCC)C=C)[CH2:12]CC. (9) The reactants are: C(N(CC)C([N:6]1[C:14]2[C:9](=[CH:10][C:11]([O:15][CH3:16])=[CH:12][CH:13]=2)[CH:8]=[C:7]1[C:17](=[O:28])[C:18]([C:21]1[CH:26]=[CH:25][C:24]([Cl:27])=[CH:23][CH:22]=1)([CH3:20])[CH3:19])=O)C.CCCC[N+](CCCC)(CCCC)CCCC.[F-].CC([O-])(C)C.[K+].[Cl-].[NH4+]. Given the product [Cl:27][C:24]1[CH:23]=[CH:22][C:21]([C:18]([CH3:20])([CH3:19])[C:17]([C:7]2[NH:6][C:14]3[C:9]([CH:8]=2)=[CH:10][C:11]([O:15][CH3:16])=[CH:12][CH:13]=3)=[O:28])=[CH:26][CH:25]=1, predict the reactants needed to synthesize it.